From a dataset of NCI-60 drug combinations with 297,098 pairs across 59 cell lines. Regression. Given two drug SMILES strings and cell line genomic features, predict the synergy score measuring deviation from expected non-interaction effect. (1) Drug 1: CCN(CC)CCNC(=O)C1=C(NC(=C1C)C=C2C3=C(C=CC(=C3)F)NC2=O)C. Drug 2: C(CC(=O)O)C(=O)CN.Cl. Cell line: LOX IMVI. Synergy scores: CSS=3.06, Synergy_ZIP=-1.81, Synergy_Bliss=2.70, Synergy_Loewe=-4.57, Synergy_HSA=-1.20. (2) Drug 1: C1CCC(CC1)NC(=O)N(CCCl)N=O. Drug 2: CN(CCCl)CCCl.Cl. Cell line: M14. Synergy scores: CSS=-1.90, Synergy_ZIP=1.15, Synergy_Bliss=0.790, Synergy_Loewe=-2.74, Synergy_HSA=-2.32. (3) Drug 2: C1=C(C(=O)NC(=O)N1)F. Drug 1: CC12CCC(CC1=CCC3C2CCC4(C3CC=C4C5=CN=CC=C5)C)O. Cell line: SF-295. Synergy scores: CSS=30.7, Synergy_ZIP=-6.79, Synergy_Bliss=-5.64, Synergy_Loewe=-4.45, Synergy_HSA=-2.96. (4) Drug 1: CN1CCC(CC1)COC2=C(C=C3C(=C2)N=CN=C3NC4=C(C=C(C=C4)Br)F)OC. Drug 2: C1=CC(=C2C(=C1NCCNCCO)C(=O)C3=C(C=CC(=C3C2=O)O)O)NCCNCCO. Cell line: BT-549. Synergy scores: CSS=43.0, Synergy_ZIP=9.49, Synergy_Bliss=10.8, Synergy_Loewe=-14.5, Synergy_HSA=9.32. (5) Drug 1: CCCS(=O)(=O)NC1=C(C(=C(C=C1)F)C(=O)C2=CNC3=C2C=C(C=N3)C4=CC=C(C=C4)Cl)F. Drug 2: CCC1=CC2CC(C3=C(CN(C2)C1)C4=CC=CC=C4N3)(C5=C(C=C6C(=C5)C78CCN9C7C(C=CC9)(C(C(C8N6C)(C(=O)OC)O)OC(=O)C)CC)OC)C(=O)OC.C(C(C(=O)O)O)(C(=O)O)O. Cell line: UO-31. Synergy scores: CSS=14.1, Synergy_ZIP=-1.66, Synergy_Bliss=2.17, Synergy_Loewe=3.89, Synergy_HSA=3.93.